Dataset: Peptide-MHC class I binding affinity with 185,985 pairs from IEDB/IMGT. Task: Regression. Given a peptide amino acid sequence and an MHC pseudo amino acid sequence, predict their binding affinity value. This is MHC class I binding data. The peptide sequence is FHEFLSSKL. The MHC is HLA-B46:01 with pseudo-sequence HLA-B46:01. The binding affinity (normalized) is 0.0847.